Predict which catalyst facilitates the given reaction. From a dataset of Catalyst prediction with 721,799 reactions and 888 catalyst types from USPTO. (1) Reactant: Br[C:2]1[CH:7]=[C:6](Br)[CH:5]=[CH:4][C:3]=1[O:9][CH3:10].[C:11]([Cu])#[N:12].[CH3:14][N:15](C=O)C. Product: [CH3:10][O:9][C:3]1[CH:4]=[CH:5][C:6]([C:14]#[N:15])=[CH:7][C:2]=1[C:11]#[N:12]. The catalyst class is: 6. (2) Reactant: [N:1]1[CH:6]=[CH:5][CH:4]=[C:3](/[CH:7]=[CH:8]/[C:9]([OH:11])=O)[CH:2]=1.Cl.[CH3:13][N:14](C)CCCN=C=NCC.O.ON1C2C=CC=CC=2N=N1.C(N(C(C)C)CC)(C)C.N1C=CC=C(/C=C/C(N[C:55]2[CH:60]=[CH:59][C:58]([S:61](=[O:75])(=[O:74])[NH:62][C:63]3[CH:68]=[CH:67][CH:66]=[CH:65][C:64]=3[O:69]C(F)(F)F)=[CH:57][CH:56]=2)=O)C=1. Product: [CH:67]12[O:69][CH:64]([CH2:65][CH2:66]1)[CH2:63][N:62]([S:61]([C:58]1[CH:57]=[CH:56][C:55]([CH2:13][NH:14][C:9](=[O:11])/[CH:8]=[CH:7]/[C:3]3[CH:2]=[N:1][CH:6]=[CH:5][CH:4]=3)=[CH:60][CH:59]=1)(=[O:74])=[O:75])[CH2:68]2. The catalyst class is: 7. (3) Reactant: [N+:1]([C:4]1[CH:9]=[CH:8][C:7]([CH2:10][CH2:11][NH:12][CH2:13][CH2:14][N:15]2[CH2:20][CH2:19][N:18]([C:21]3[CH:26]=[CH:25][CH:24]=[CH:23][CH:22]=3)[CH2:17][CH2:16]2)=[CH:6][CH:5]=1)([O-:3])=[O:2].CCN(CC)CC.[C:34](Cl)(=[O:37])[CH2:35][CH3:36]. Product: [N+:1]([C:4]1[CH:9]=[CH:8][C:7]([CH2:10][CH2:11][N:12]([CH2:13][CH2:14][N:15]2[CH2:16][CH2:17][N:18]([C:21]3[CH:22]=[CH:23][CH:24]=[CH:25][CH:26]=3)[CH2:19][CH2:20]2)[C:34](=[O:37])[CH2:35][CH3:36])=[CH:6][CH:5]=1)([O-:3])=[O:2]. The catalyst class is: 2. (4) Reactant: [CH3:1][C:2]1([CH3:33])[CH2:15][CH:14]=[C:13]([C:16]2[CH:21]=[CH:20][CH:19]=[C:18]([CH3:22])[CH:17]=2)[C:12]2[CH:11]=[C:10]3[C:5]([CH:6]=[CH:7][C:8]([C:23]4[CH:32]=[CH:31][C:26]([C:27]([O:29][CH3:30])=[O:28])=[CH:25][CH:24]=4)=[CH:9]3)=[CH:4][C:3]1=2.[Se](=O)=[O:35]. Product: [CH3:1][C:2]1([CH3:33])[C:15](=[O:35])[CH:14]=[C:13]([C:16]2[CH:21]=[CH:20][CH:19]=[C:18]([CH3:22])[CH:17]=2)[C:12]2[CH:11]=[C:10]3[C:5]([CH:6]=[CH:7][C:8]([C:23]4[CH:24]=[CH:25][C:26]([C:27]([O:29][CH3:30])=[O:28])=[CH:31][CH:32]=4)=[CH:9]3)=[CH:4][C:3]1=2. The catalyst class is: 155. (5) The catalyst class is: 4. Product: [Br:6][C:7]1[CH:12]=[CH:11][C:10]([O:13][CH3:14])=[C:9]([C:18]([CH3:20])([CH3:19])[CH2:17][Cl:16])[CH:8]=1. Reactant: S(=O)(=O)(O)O.[Br:6][C:7]1[CH:12]=[CH:11][C:10]([O:13][CH3:14])=[CH:9][CH:8]=1.O.[Cl:16][CH2:17][C:18]([CH3:20])=[CH2:19]. (6) Reactant: [Cl:1][C:2]1[CH:3]=[CH:4][C:5]2[N:11](CC3C=CC(OC)=CC=3OC)[C:10](=[O:23])[CH:9]([CH2:24][C:25]([O:27][CH3:28])=[O:26])[CH2:8][CH:7]([C:29]3[CH:34]=[CH:33][CH:32]=[C:31]([O:35][CH3:36])[C:30]=3[O:37][CH3:38])[C:6]=2[CH:39]=1.[N+]([O-])(O)=O.[N+]([O-])(O)=O.[N+]([O-])(O)=O.[N+]([O-])(O)=O.[N+]([O-])(O)=O.[N+]([O-])(O)=O.[Ce].C(=O)(O)[O-].[Na+].C(OCC)(=O)C. Product: [Cl:1][C:2]1[CH:3]=[CH:4][C:5]2[NH:11][C:10](=[O:23])[CH:9]([CH2:24][C:25]([O:27][CH3:28])=[O:26])[CH2:8][CH:7]([C:29]3[CH:34]=[CH:33][CH:32]=[C:31]([O:35][CH3:36])[C:30]=3[O:37][CH3:38])[C:6]=2[CH:39]=1. The catalyst class is: 21.